Dataset: Reaction yield outcomes from USPTO patents with 853,638 reactions. Task: Predict the reaction yield, written as a fraction of the theoretical maximum amount of product (1.0 means a 100% yield; for example, 0.34 means a 34% yield). (1) The reactants are [Cl:1][C:2]1[S:6][C:5]([C:7]([OH:9])=O)=[CH:4][C:3]=1[C:10]1[N:14]([CH3:15])[N:13]=[CH:12][C:11]=1[CH3:16].[NH2:17][C@@H:18]([CH2:31][C:32]1[CH:37]=[CH:36][CH:35]=[C:34]([F:38])[CH:33]=1)[CH2:19][N:20]1[C:28](=[O:29])[C:27]2[C:22](=[CH:23][CH:24]=[CH:25][CH:26]=2)[C:21]1=[O:30].C(N(CC)C(C)C)(C)C.C1CN([P+](Br)(N2CCCC2)N2CCCC2)CC1.F[P-](F)(F)(F)(F)F. The catalyst is ClCCl. The product is [Cl:1][C:2]1[S:6][C:5]([C:7]([NH:17][C@@H:18]([CH2:31][C:32]2[CH:37]=[CH:36][CH:35]=[C:34]([F:38])[CH:33]=2)[CH2:19][N:20]2[C:28](=[O:29])[C:27]3[C:22](=[CH:23][CH:24]=[CH:25][CH:26]=3)[C:21]2=[O:30])=[O:9])=[CH:4][C:3]=1[C:10]1[N:14]([CH3:15])[N:13]=[CH:12][C:11]=1[CH3:16]. The yield is 0.429. (2) The reactants are [CH2:1]([O:8][C:9]([NH:11][C@H:12]1[CH2:16][CH2:15][N:14]([C@H:17]2[CH2:22][CH2:21][C@@H:20]([NH:23][C:24]([CH3:27])([CH3:26])[CH3:25])[CH2:19][C@H:18]2[NH:28]C(=O)OCC[Si](C)(C)C)[C:13]1=[O:38])=[O:10])[C:2]1[CH:7]=[CH:6][CH:5]=[CH:4][CH:3]=1.FC(F)(F)C(O)=O.C(N(CC)CC)C.[CH3:53][S:54](Cl)(=[O:56])=[O:55]. The catalyst is ClCCl. The product is [C:24]([NH:23][C@@H:20]1[CH2:21][CH2:22][C@H:17]([N:14]2[CH2:15][CH2:16][C@H:12]([NH:11][C:9](=[O:10])[O:8][CH2:1][C:2]3[CH:7]=[CH:6][CH:5]=[CH:4][CH:3]=3)[C:13]2=[O:38])[C@H:18]([NH:28][S:54]([CH3:53])(=[O:56])=[O:55])[CH2:19]1)([CH3:27])([CH3:26])[CH3:25]. The yield is 0.760. (3) The reactants are FC(F)(F)S([O-])(=O)=O.[F:9][C:10]([F:19])([F:18])[CH2:11][N+:12]1[CH:17]=[CH:16][CH:15]=[CH:14][CH:13]=1.[Li][N:21]([S:29]([C:32]([F:35])([F:34])[F:33])(=[O:31])=[O:30])[S:22]([C:25]([F:28])([F:27])[F:26])(=[O:24])=[O:23]. The catalyst is O. The product is [F:35][C:32]([F:33])([F:34])[S:29]([N-:21][S:22]([C:25]([F:26])([F:27])[F:28])(=[O:23])=[O:24])(=[O:30])=[O:31].[F:19][C:10]([F:9])([F:18])[CH2:11][N+:12]1[CH:17]=[CH:16][CH:15]=[CH:14][CH:13]=1. The yield is 0.880. (4) The reactants are [F:1][C:2]1[CH:3]=[C:4]([C:8]2[CH:9]=[C:10]([CH3:34])[C:11]([O:32][CH3:33])=[C:12]([CH2:14][NH:15][C:16]3[C:17]([CH3:31])=[C:18]([CH:27]=[CH:28][C:29]=3[CH3:30])[O:19][CH2:20][C:21]([O:23]C(C)C)=[O:22])[CH:13]=2)[CH:5]=[CH:6][CH:7]=1.[Li+].[OH-]. The catalyst is C1COCC1. The product is [F:1][C:2]1[CH:3]=[C:4]([C:8]2[CH:9]=[C:10]([CH3:34])[C:11]([O:32][CH3:33])=[C:12]([CH2:14][NH:15][C:16]3[C:17]([CH3:31])=[C:18]([CH:27]=[CH:28][C:29]=3[CH3:30])[O:19][CH2:20][C:21]([OH:23])=[O:22])[CH:13]=2)[CH:5]=[CH:6][CH:7]=1. The yield is 0.210. (5) The reactants are Cl.[CH3:2][CH:3]([NH:5][CH2:6][C:7]1([NH2:11])[CH2:10][NH:9][CH2:8]1)[CH3:4].[F:12][C:13]1[C:14]([NH:23][C:24]2[CH:29]=[CH:28][C:27]([I:30])=[CH:26][C:25]=2[F:31])=[C:15]([CH:19]=[CH:20][C:21]=1[F:22])[C:16](F)=[O:17]. The catalyst is C(=O)(O)[O-].[Na+].O1CCOCC1.O. The product is [F:12][C:13]1[C:14]([NH:23][C:24]2[CH:29]=[CH:28][C:27]([I:30])=[CH:26][C:25]=2[F:31])=[C:15]([C:16]([N:9]2[CH2:10][C:7]([CH2:6][NH:5][CH:3]([CH3:4])[CH3:2])([NH2:11])[CH2:8]2)=[O:17])[CH:19]=[CH:20][C:21]=1[F:22]. The yield is 0.370. (6) The catalyst is CN(C)C=O.O.C(OCC)(=O)C. The reactants are [CH:1]1([CH2:6][CH:7]([C:11]2[CH:16]=[CH:15][C:14]([Cl:17])=[C:13]([Cl:18])[CH:12]=2)[C:8]([OH:10])=O)[CH2:5][CH2:4][CH2:3][CH2:2]1.F[P-](F)(F)(F)(F)F.N1(O[P+](N(C)C)(N(C)C)N(C)C)C2C=CC=CC=2N=N1.C(N(CC)CC)C.[NH2:53][C:54]1[S:55][C:56]2[CH2:62][CH2:61][CH2:60][CH2:59][C:57]=2[N:58]=1. The yield is 0.790. The product is [CH:1]1([CH2:6][CH:7]([C:11]2[CH:16]=[CH:15][C:14]([Cl:17])=[C:13]([Cl:18])[CH:12]=2)[C:8]([NH:53][C:54]2[S:55][C:56]3[CH2:62][CH2:61][CH2:60][CH2:59][C:57]=3[N:58]=2)=[O:10])[CH2:2][CH2:3][CH2:4][CH2:5]1.